From a dataset of Reaction yield outcomes from USPTO patents with 853,638 reactions. Predict the reaction yield, written as a fraction of the theoretical maximum amount of product (1.0 means a 100% yield; for example, 0.34 means a 34% yield). The reactants are [Br:1][C:2]1[CH:3]=[C:4]2[CH:10]=[N:9][NH:8][C:5]2=[N:6][CH:7]=1.[C:11](O[C:11]([O:13][C:14]([CH3:17])([CH3:16])[CH3:15])=[O:12])([O:13][C:14]([CH3:17])([CH3:16])[CH3:15])=[O:12].C(N(CC)CC)C. The catalyst is CN(C)C1C=CN=CC=1.C(#N)C. The product is [Br:1][C:2]1[CH:3]=[C:4]2[CH:10]=[N:9][N:8]([C:11]([O:13][C:14]([CH3:17])([CH3:16])[CH3:15])=[O:12])[C:5]2=[N:6][CH:7]=1. The yield is 0.930.